From a dataset of Peptide-MHC class II binding affinity with 134,281 pairs from IEDB. Regression. Given a peptide amino acid sequence and an MHC pseudo amino acid sequence, predict their binding affinity value. This is MHC class II binding data. (1) The peptide sequence is MGQFISFMQEIPTFL. The MHC is DRB1_0401 with pseudo-sequence DRB1_0401. The binding affinity (normalized) is 0.602. (2) The peptide sequence is DTVAVSGKWYLKAMTA. The MHC is DRB1_1301 with pseudo-sequence DRB1_1301. The binding affinity (normalized) is 0.442. (3) The peptide sequence is KLAQRRVFHGVAKNP. The binding affinity (normalized) is 0. The MHC is DRB3_0202 with pseudo-sequence DRB3_0202.